From a dataset of Full USPTO retrosynthesis dataset with 1.9M reactions from patents (1976-2016). Predict the reactants needed to synthesize the given product. (1) Given the product [CH2:1]([N:8]1[CH2:13][CH2:12][N:11]([CH2:14][C:15]2[N:24]=[C:23]([Cl:28])[C:22]3[C:17](=[CH:18][CH:19]=[CH:20][CH:21]=3)[N:16]=2)[CH2:10][CH2:9]1)[C:2]1[CH:7]=[CH:6][CH:5]=[CH:4][CH:3]=1, predict the reactants needed to synthesize it. The reactants are: [CH2:1]([N:8]1[CH2:13][CH2:12][N:11]([CH2:14][C:15]2[NH:24][C:23](=O)[C:22]3[C:17](=[CH:18][CH:19]=[CH:20][CH:21]=3)[N:16]=2)[CH2:10][CH2:9]1)[C:2]1[CH:7]=[CH:6][CH:5]=[CH:4][CH:3]=1.S(Cl)([Cl:28])=O.CN(C=O)C. (2) Given the product [C:1]1([C:7]2[O:11][C:10]([C:12]3[C:13]([NH2:24])=[N:14][CH:15]=[C:16]([N:18]4[CH2:23][CH2:22][NH:21][CH2:20][CH2:19]4)[N:17]=3)=[N:9][N:8]=2)[CH:2]=[CH:3][CH:4]=[CH:5][CH:6]=1, predict the reactants needed to synthesize it. The reactants are: [C:1]1([C:7]2[O:11][C:10]([C:12]3[C:13]([NH:24]C(=O)OC(C)(C)C)=[N:14][CH:15]=[C:16]([N:18]4[CH2:23][CH2:22][NH:21][CH2:20][CH2:19]4)[N:17]=3)=[N:9][N:8]=2)[CH:6]=[CH:5][CH:4]=[CH:3][CH:2]=1.C(O)(C(F)(F)F)=O. (3) Given the product [F:35][C:25]([C:22]1[CH:21]=[CH:20][C:19]([C:15]2[CH:16]=[CH:17][CH:18]=[C:13]([NH:12][S:41]([CH3:40])(=[O:43])=[O:42])[CH:14]=2)=[CH:24][CH:23]=1)([CH3:34])[CH2:26][NH:27][S:28]([CH:31]([CH3:32])[CH3:33])(=[O:30])=[O:29], predict the reactants needed to synthesize it. The reactants are: C1CCN2C(=NCCC2)CC1.[NH2:12][C:13]1[CH:14]=[C:15]([C:19]2[CH:24]=[CH:23][C:22]([C:25]([F:35])([CH3:34])[CH2:26][NH:27][S:28]([CH:31]([CH3:33])[CH3:32])(=[O:30])=[O:29])=[CH:21][CH:20]=2)[CH:16]=[CH:17][CH:18]=1.C(Cl)Cl.Cl[CH2:40][S:41](Cl)(=[O:43])=[O:42].